This data is from Forward reaction prediction with 1.9M reactions from USPTO patents (1976-2016). The task is: Predict the product of the given reaction. (1) Given the reactants [Br:1][C:2]1[CH:3]=[C:4]2[C:10]([CH:11]=[O:12])=[CH:9][NH:8][C:5]2=[N:6][CH:7]=1.[H-].[Na+].[S:15](Cl)([C:18]1[CH:24]=[CH:23][C:21]([CH3:22])=[CH:20][CH:19]=1)(=[O:17])=[O:16].O, predict the reaction product. The product is: [Br:1][C:2]1[CH:3]=[C:4]2[C:10]([CH:11]=[O:12])=[CH:9][N:8]([S:15]([C:18]3[CH:24]=[CH:23][C:21]([CH3:22])=[CH:20][CH:19]=3)(=[O:17])=[O:16])[C:5]2=[N:6][CH:7]=1. (2) Given the reactants [NH2:1][C:2]1[CH:32]=[CH:31][C:5]2[N:6]=[C:7]([NH:9][C:10]3[CH:15]=[C:14]([CH2:16][C:17]4[CH:22]=[CH:21][CH:20]=[CH:19][CH:18]=4)[N:13]=[C:12]([NH:23][C@H:24]4[CH2:29][CH2:28][C@H:27]([OH:30])[CH2:26][CH2:25]4)[N:11]=3)[S:8][C:4]=2[CH:3]=1.C(N(C(C)C)C(C)C)C.Br[CH2:43][CH2:44][C:45](Cl)=[O:46].CC(C)([O-])C.[K+].C(N)(=O)C=C.NCC(O)=O, predict the reaction product. The product is: [OH:30][C@H:27]1[CH2:26][CH2:25][C@H:24]([NH:23][C:12]2[N:11]=[C:10]([NH:9][C:7]3[S:8][C:4]4[CH:3]=[C:2]([N:1]5[CH2:43][CH2:44][C:45]5=[O:46])[CH:32]=[CH:31][C:5]=4[N:6]=3)[CH:15]=[C:14]([CH2:16][C:17]3[CH:18]=[CH:19][CH:20]=[CH:21][CH:22]=3)[N:13]=2)[CH2:29][CH2:28]1. (3) Given the reactants [Br:1][C:2]1[CH:7]=[CH:6][C:5]([C:8]2[CH2:12][CH:11]([CH2:13][OH:14])[O:10][N:9]=2)=[CH:4][CH:3]=1.C(N(CC)CC)C.[Si:22](Cl)([C:25]([CH3:28])([CH3:27])[CH3:26])([CH3:24])[CH3:23].O, predict the reaction product. The product is: [Br:1][C:2]1[CH:3]=[CH:4][C:5]([C:8]2[CH2:12][CH:11]([CH2:13][O:14][Si:22]([C:25]([CH3:28])([CH3:27])[CH3:26])([CH3:24])[CH3:23])[O:10][N:9]=2)=[CH:6][CH:7]=1. (4) Given the reactants [OH:1][NH:2][C:3](=[NH:32])[C:4]1[CH:9]=[CH:8][C:7]([O:10][CH2:11][CH2:12][CH2:13][CH2:14][CH2:15][O:16][C:17]2[CH:22]=[CH:21][C:20]([C:23]3[N:24]=[C:25]([CH3:31])[S:26][C:27]=3[CH:28]([CH3:30])[CH3:29])=[CH:19][CH:18]=2)=[CH:6][CH:5]=1.[CH2:33]([S:35]([OH:38])(=[O:37])=[O:36])[CH3:34].CC(C)=O.CCCCCC, predict the reaction product. The product is: [CH3:34][CH2:33][S:35]([OH:38])(=[O:37])=[O:36].[OH:1][NH:2][C:3](=[NH:32])[C:4]1[CH:9]=[CH:8][C:7]([O:10][CH2:11][CH2:12][CH2:13][CH2:14][CH2:15][O:16][C:17]2[CH:22]=[CH:21][C:20]([C:23]3[N:24]=[C:25]([CH3:31])[S:26][C:27]=3[CH:28]([CH3:29])[CH3:30])=[CH:19][CH:18]=2)=[CH:6][CH:5]=1. (5) The product is: [CH3:1][O:2][C:3](=[O:12])[C:4]1[CH:9]=[C:8]([O:10][CH2:20][C:18]2[CH:19]=[C:14]([Cl:13])[CH:15]=[C:16]([Cl:22])[CH:17]=2)[CH:7]=[C:6]([Cl:11])[CH:5]=1. Given the reactants [CH3:1][O:2][C:3](=[O:12])[C:4]1[CH:9]=[C:8]([OH:10])[CH:7]=[C:6]([Cl:11])[CH:5]=1.[Cl:13][C:14]1[CH:19]=[C:18]([CH2:20]Cl)[CH:17]=[C:16]([Cl:22])[CH:15]=1.C(=O)([O-])[O-].[Cs+].[Cs+], predict the reaction product. (6) Given the reactants [O:1]=[C:2]1[NH:8][CH2:7][CH2:6][CH:5]([C:9]([O:11][CH2:12][CH3:13])=[O:10])[CH2:4][CH2:3]1.Br[CH:15]([CH2:23][CH3:24])[C:16]([O:18][C:19]([CH3:22])([CH3:21])[CH3:20])=[O:17].[H-].[Na+], predict the reaction product. The product is: [C:19]([O:18][C:16]([CH:15]([N:8]1[C:2](=[O:1])[CH2:3][CH2:4][CH:5]([C:9]([O:11][CH2:12][CH3:13])=[O:10])[CH2:6][CH2:7]1)[CH2:23][CH3:24])=[O:17])([CH3:22])([CH3:21])[CH3:20]. (7) Given the reactants [Cl:1][C:2]1[CH:10]=[C:9]2[C:5]([C:6]([C:11]([O:13][CH3:14])=[O:12])=[CH:7][NH:8]2)=[CH:4][C:3]=1B1OCC(C)(C)CO1.Br[C:24]1[CH:37]=[CH:36][C:27]([O:28][C@H:29]2[CH2:34][CH2:33][CH2:32][CH2:31][C@@H:30]2[OH:35])=[CH:26][CH:25]=1.C(=O)([O-])[O-].[K+].[K+].C(OCC)(=O)C, predict the reaction product. The product is: [Cl:1][C:2]1[CH:10]=[C:9]2[C:5]([C:6]([C:11]([O:13][CH3:14])=[O:12])=[CH:7][NH:8]2)=[CH:4][C:3]=1[C:24]1[CH:37]=[CH:36][C:27]([O:28][C@H:29]2[CH2:34][CH2:33][CH2:32][CH2:31][C@@H:30]2[OH:35])=[CH:26][CH:25]=1.